From a dataset of Reaction yield outcomes from USPTO patents with 853,638 reactions. Predict the reaction yield, written as a fraction of the theoretical maximum amount of product (1.0 means a 100% yield; for example, 0.34 means a 34% yield). The reactants are [CH2:1]([O:3][C:4](=[O:16])[CH2:5][CH2:6][C:7]([C:9]1[CH:14]=[CH:13][CH:12]=[C:11](Br)[CH:10]=1)=[O:8])[CH3:2].[C:17]1(B(O)O)[CH:22]=[CH:21][CH:20]=[CH:19][CH:18]=1.[F-].[Cs+]. The catalyst is O1CCOCC1.O.C(OCC)(=O)C.Cl[Pd](Cl)([P](C1C=CC=CC=1)(C1C=CC=CC=1)C1C=CC=CC=1)[P](C1C=CC=CC=1)(C1C=CC=CC=1)C1C=CC=CC=1. The product is [CH2:1]([O:3][C:4](=[O:16])[CH2:5][CH2:6][C:7]([C:9]1[CH:10]=[C:11]([C:17]2[CH:22]=[CH:21][CH:20]=[CH:19][CH:18]=2)[CH:12]=[CH:13][CH:14]=1)=[O:8])[CH3:2]. The yield is 0.830.